Task: Predict which catalyst facilitates the given reaction.. Dataset: Catalyst prediction with 721,799 reactions and 888 catalyst types from USPTO Reactant: Cl.[NH2:2][CH2:3][C:4]1[C:5]([Cl:22])=[C:6]([C:10]2[CH:11]=[C:12]3[C:17](=[CH:18][CH:19]=2)[N:16]([CH3:20])[C:15](=[O:21])[CH2:14][CH2:13]3)[CH:7]=[N:8][CH:9]=1.CCN=C=NCCCN(C)C.OC1C2N=NNC=2C=CC=1.CCN(C(C)C)C(C)C.[CH3:53][C:54]1[C:58]([C:59](O)=[O:60])=[C:57]([CH3:62])[O:56][N:55]=1.C([O-])(O)=O.[Na+]. Product: [Cl:22][C:5]1[C:6]([C:10]2[CH:11]=[C:12]3[C:17](=[CH:18][CH:19]=2)[N:16]([CH3:20])[C:15](=[O:21])[CH2:14][CH2:13]3)=[CH:7][N:8]=[CH:9][C:4]=1[CH2:3][NH:2][C:59]([C:58]1[C:54]([CH3:53])=[N:55][O:56][C:57]=1[CH3:62])=[O:60]. The catalyst class is: 31.